From a dataset of Full USPTO retrosynthesis dataset with 1.9M reactions from patents (1976-2016). Predict the reactants needed to synthesize the given product. (1) Given the product [CH2:1]([C:8]1[C:16]2[C:11](=[CH:12][CH:13]=[C:14]([C:2]3[CH:7]=[CH:6][C:5]([O:28][CH3:25])=[CH:4][CH:3]=3)[CH:15]=2)[N:10]([CH3:18])[C:9]=1[C:19]1[CH:24]=[CH:23][CH:22]=[CH:21][CH:20]=1)[C:2]1[CH:7]=[CH:6][CH:5]=[CH:4][CH:3]=1, predict the reactants needed to synthesize it. The reactants are: [CH2:1]([C:8]1[C:16]2[C:11](=[CH:12][CH:13]=[C:14](Br)[CH:15]=2)[N:10]([CH3:18])[C:9]=1[C:19]1[CH:24]=[CH:23][CH:22]=[CH:21][CH:20]=1)[C:2]1[CH:7]=[CH:6][CH:5]=[CH:4][CH:3]=1.[C:25]([O-:28])([O-])=O.[K+].[K+].ClCCl. (2) Given the product [CH3:1][O:2][C:3](=[O:29])[CH:4]([NH:18][C:19](=[O:28])[C:20]1[CH:25]=[C:24]([Br:26])[CH:23]=[CH:22][C:21]=1[O:27][CH2:44][C:41]1[CH:42]=[CH:43][C:38]([O:37][CH2:30][C:31]2[CH:36]=[CH:35][CH:34]=[CH:33][CH:32]=2)=[C:39]([O:46][CH2:47][C:48]2[CH:53]=[CH:52][CH:51]=[CH:50][CH:49]=2)[CH:40]=1)[CH3:5], predict the reactants needed to synthesize it. The reactants are: [CH3:1][O:2][C:3](=[O:29])[C@@H:4]([NH:18][C:19](=[O:28])[C:20]1[CH:25]=[C:24]([Br:26])[CH:23]=[CH:22][C:21]=1[OH:27])[CH2:5]C1C=CC(C2C=CC=CC=2)=CC=1.[CH2:30]([O:37][C:38]1[CH:43]=[CH:42][C:41]([CH2:44]Cl)=[CH:40][C:39]=1[O:46][CH2:47][C:48]1[CH:53]=[CH:52][CH:51]=[CH:50][CH:49]=1)[C:31]1[CH:36]=[CH:35][CH:34]=[CH:33][CH:32]=1. (3) Given the product [CH3:28][C:27]([N+:24]([O-:26])=[O:25])([CH3:29])[CH2:4][C:5]1[C:9]2[C:8](=[C:13]([O:14][CH2:15][C:16]3[CH:17]=[CH:18][CH:19]=[CH:20][CH:21]=3)[CH:12]=[CH:11][CH:10]=2)[NH:7][CH:6]=1, predict the reactants needed to synthesize it. The reactants are: CN([CH2:4][C:5]1[C:9]2[CH:10]=[CH:11][CH:12]=[C:13]([O:14][CH2:15][C:16]3[CH:21]=[CH:20][CH:19]=[CH:18][CH:17]=3)[C:8]=2[NH:7][CH:6]=1)C.[OH-].[Na+].[N+:24]([CH:27]([CH3:29])[CH3:28])([O-:26])=[O:25]. (4) The reactants are: CC(C)(C)C([O:5][C:6]1[CH:7]=[C:8]([CH:24]=[CH:25][CH:26]=1)[CH:9]=[C:10]1[CH2:15][CH2:14][N:13]([C:16]([O:18][C:19]([CH3:22])([CH3:21])[CH3:20])=[O:17])[CH2:12][CH:11]1[CH3:23])=O.[H-].[Al+3].[Li+].[H-].[H-].[H-]. Given the product [OH:5][C:6]1[CH:7]=[C:8]([CH:24]=[CH:25][CH:26]=1)[CH:9]=[C:10]1[CH2:15][CH2:14][N:13]([C:16]([O:18][C:19]([CH3:20])([CH3:21])[CH3:22])=[O:17])[CH2:12][CH:11]1[CH3:23], predict the reactants needed to synthesize it. (5) Given the product [CH2:1]([NH:3][C:4]([NH:6][C:7]1[CH:12]=[C:11]([CH:10]=[CH:9][CH:8]=1)[NH2:34])=[O:5])[CH3:2], predict the reactants needed to synthesize it. The reactants are: [CH2:1]([NH:3][C:4]([NH:6][C:7]1[CH:12]=[CH:11][C:10](NC2N=C(N[C:10]3[CH:11]=[CH:12][C:7]([NH:6][C:4]([NH:3][CH2:1][CH3:2])=[O:5])=[CH:8][CH:9]=3)C(F)=CN=2)=[CH:9][CH:8]=1)=[O:5])[CH3:2].[NH2:34]C1C=CC=C(N)C=1.C(N=C=O)C.C(=O)([O-])[O-].[K+].[K+].